This data is from Forward reaction prediction with 1.9M reactions from USPTO patents (1976-2016). The task is: Predict the product of the given reaction. (1) Given the reactants COC1C=CC(C[N:8](CC2C=CC(OC)=CC=2)[C:9]2[N:14]=[C:13]([CH3:15])[N:12]=[C:11]([C:16]3[C:17]([NH:33][C:34]4[CH:35]=[CH:36][C:37]([NH:40][C:41](=[O:43])[CH3:42])=[N:38][CH:39]=4)=[N:18][CH:19]=[C:20]([CH2:22][N:23]4[CH2:28][CH2:27][N:26]([S:29]([CH3:32])(=[O:31])=[O:30])[CH2:25][CH2:24]4)[CH:21]=3)[N:10]=2)=CC=1.FC(F)(F)S(O)(=O)=O.C(O)(C(F)(F)F)=O.C(=O)([O-])[O-].[Na+].[Na+].C(=O)(O)[O-].[Na+], predict the reaction product. The product is: [NH2:8][C:9]1[N:14]=[C:13]([CH3:15])[N:12]=[C:11]([C:16]2[C:17]([NH:33][C:34]3[CH:35]=[CH:36][C:37]([NH:40][C:41](=[O:43])[CH3:42])=[N:38][CH:39]=3)=[N:18][CH:19]=[C:20]([CH2:22][N:23]3[CH2:24][CH2:25][N:26]([S:29]([CH3:32])(=[O:31])=[O:30])[CH2:27][CH2:28]3)[CH:21]=2)[N:10]=1. (2) Given the reactants [C:1]([C:5]1[CH:10]=[CH:9][C:8]([CH:11]([CH3:13])[CH3:12])=[CH:7][C:6]=1[OH:14])([CH3:4])([CH3:3])[CH3:2].[Cl:15][C:16]1[CH:21]=[C:20]([S:22]([C:25]([F:28])([F:27])[F:26])(=[O:24])=[O:23])[CH:19]=[CH:18][C:17]=1[N:29]=[C:30]=[O:31], predict the reaction product. The product is: [C:1]([C:5]1[C:6]([OH:14])=[C:7]([C:8]([CH:11]([CH3:12])[CH3:13])=[CH:9][CH:10]=1)[C:30]([NH:29][C:17]1[CH:18]=[CH:19][C:20]([S:22]([C:25]([F:26])([F:27])[F:28])(=[O:23])=[O:24])=[CH:21][C:16]=1[Cl:15])=[O:31])([CH3:4])([CH3:3])[CH3:2].